Dataset: Catalyst prediction with 721,799 reactions and 888 catalyst types from USPTO. Task: Predict which catalyst facilitates the given reaction. (1) Reactant: [CH2:1]([O:8][C:9]1[N:14]=[CH:13][C:12]([OH:15])=[CH:11][CH:10]=1)[C:2]1[CH:7]=[CH:6][CH:5]=[CH:4][CH:3]=1.O1CCCC1.[CH2:21]([O:23][C:24](=[O:29])[C:25](Br)([CH3:27])[CH3:26])[CH3:22]. Product: [CH2:21]([O:23][C:24](=[O:29])[C:25]([O:15][C:12]1[CH:13]=[N:14][C:9]([O:8][CH2:1][C:2]2[CH:3]=[CH:4][CH:5]=[CH:6][CH:7]=2)=[CH:10][CH:11]=1)([CH3:27])[CH3:26])[CH3:22]. The catalyst class is: 6. (2) Reactant: [CH3:1][O:2][C:3]1[CH:11]=[C:10]2[C:6]([C:7]([CH2:18][C:19]3[N:24]=[C:23]([C:25]([OH:27])=[O:26])[CH:22]=[CH:21][CH:20]=3)=[C:8]([C:12]3[CH:17]=[CH:16][CH:15]=[CH:14][CH:13]=3)[NH:9]2)=[CH:5][CH:4]=1.C(=O)([O-])[O-].[K+].[K+].[CH2:34](Br)[C:35]1[CH:40]=[CH:39][CH:38]=[CH:37][CH:36]=1. Product: [CH3:1][O:2][C:3]1[CH:11]=[C:10]2[C:6]([C:7]([CH2:18][C:19]3[N:24]=[C:23]([C:25]([O:27][CH2:34][C:35]4[CH:40]=[CH:39][CH:38]=[CH:37][CH:36]=4)=[O:26])[CH:22]=[CH:21][CH:20]=3)=[C:8]([C:12]3[CH:13]=[CH:14][CH:15]=[CH:16][CH:17]=3)[NH:9]2)=[CH:5][CH:4]=1. The catalyst class is: 35. (3) Reactant: [CH2:1]([C:13]1[S:17][C:16]([C:18]2[CH:22]=[CH:21][S:20][CH:19]=2)=[CH:15][CH:14]=1)[CH2:2][CH2:3][CH2:4][CH2:5][CH2:6][CH2:7][CH2:8][CH2:9][CH2:10][CH2:11][CH3:12].[Br:23]N1C(=O)CCC1=O. Product: [Br:23][C:19]1[S:20][CH:21]=[CH:22][C:18]=1[C:16]1[S:17][C:13]([CH2:1][CH2:2][CH2:3][CH2:4][CH2:5][CH2:6][CH2:7][CH2:8][CH2:9][CH2:10][CH2:11][CH3:12])=[CH:14][CH:15]=1. The catalyst class is: 3. (4) Reactant: [Cl:1][C:2]1[CH:3]=[C:4]([CH2:9][C:10]#[N:11])[CH:5]=[CH:6][C:7]=1[Cl:8].C([Li])CCC.[CH3:17][O:18][C:19]1[N:26]=[CH:25][CH:24]=[CH:23][C:20]=1[CH:21]=[O:22].C(O)(=O)C. Product: [Cl:1][C:2]1[CH:3]=[C:4]([CH:9]([CH:21]([OH:22])[C:20]2[C:19]([O:18][CH3:17])=[N:26][CH:25]=[CH:24][CH:23]=2)[C:10]#[N:11])[CH:5]=[CH:6][C:7]=1[Cl:8]. The catalyst class is: 165.